This data is from Forward reaction prediction with 1.9M reactions from USPTO patents (1976-2016). The task is: Predict the product of the given reaction. (1) The product is: [CH2:1]([N:8]1[CH2:9][CH2:10][C:11]([N:21]([C:22]2[CH:27]=[CH:26][CH:25]=[CH:24][CH:23]=2)[C:28](=[O:30])[CH3:29])([C:14]2[CH:19]=[CH:18][CH:17]=[C:16]([CH3:20])[N:15]=2)[CH2:12][CH2:13]1)[C:2]1[CH:3]=[CH:4][CH:5]=[CH:6][CH:7]=1. Given the reactants [CH2:1]([N:8]1[CH2:13][CH2:12][C:11]([NH:21][C:22]2[CH:27]=[CH:26][CH:25]=[CH:24][CH:23]=2)([C:14]2[CH:19]=[CH:18][CH:17]=[C:16]([CH3:20])[N:15]=2)[CH2:10][CH2:9]1)[C:2]1[CH:7]=[CH:6][CH:5]=[CH:4][CH:3]=1.[C:28](OC(=O)C)(=[O:30])[CH3:29], predict the reaction product. (2) Given the reactants [CH:1]1([NH:8][C:9]2[O:10][CH2:11][C:12]3[CH:18]=[C:17]([NH2:19])[CH:16]=[CH:15][C:13]=3[N:14]=2)[CH2:7][CH2:6][CH2:5][CH2:4][CH2:3][CH2:2]1.[CH:20]([C:22]1[NH:23][CH:24]=[CH:25][N:26]=1)=O, predict the reaction product. The product is: [CH:1]1([NH:8][C:9]2[O:10][CH2:11][C:12]3[CH:18]=[C:17]([NH:19][CH2:20][C:22]4[NH:23][CH:24]=[CH:25][N:26]=4)[CH:16]=[CH:15][C:13]=3[N:14]=2)[CH2:2][CH2:3][CH2:4][CH2:5][CH2:6][CH2:7]1.